This data is from Reaction yield outcomes from USPTO patents with 853,638 reactions. The task is: Predict the reaction yield, written as a fraction of the theoretical maximum amount of product (1.0 means a 100% yield; for example, 0.34 means a 34% yield). (1) The catalyst is C1(C)C=CC=CC=1.C1C=CC(/C=C/C(/C=C/C2C=CC=CC=2)=O)=CC=1.C1C=CC(/C=C/C(/C=C/C2C=CC=CC=2)=O)=CC=1.C1C=CC(/C=C/C(/C=C/C2C=CC=CC=2)=O)=CC=1.[Pd].[Pd].C1(P(C2C=CC=CC=2)C2[C-](N(C)C)C=CC=2)C=CC=CC=1.[CH-]1C=CC=C1.[Fe+2]. The product is [C:2]1([N:8]2[CH2:13][CH2:12][O:11][CH2:10][CH2:9]2)[CH:7]=[CH:6][CH:5]=[CH:4][CH:3]=1. The yield is 0.820. The reactants are Br[C:2]1[CH:7]=[CH:6][CH:5]=[CH:4][CH:3]=1.[NH:8]1[CH2:13][CH2:12][O:11][CH2:10][CH2:9]1.CC([O-])(C)C.[Na+].C(Cl)(Cl)Cl. (2) The reactants are [CH3:1][CH:2]1[CH2:4][CH:3]1[C:5]([OH:7])=O.CN(C)C=O.C(Cl)(=O)C(Cl)=O.Cl.[NH2:20][C:21]1[N:22]=[C:23]2[CH:28]=[CH:27][C:26]([O:29][C:30]3[CH:31]=[CH:32][C:33]([F:46])=[C:34]([NH:36][C:37]([C:39]4[N:43]([CH3:44])[N:42]=[C:41]([CH3:45])[CH:40]=4)=[O:38])[CH:35]=3)=[N:25][N:24]2[CH:47]=1. The catalyst is CN(C)C(=O)C.O1CCCC1. The product is [F:46][C:33]1[CH:32]=[CH:31][C:30]([O:29][C:26]2[CH:27]=[CH:28][C:23]3[N:24]([CH:47]=[C:21]([NH:20][C:5]([CH:3]4[CH2:4][CH:2]4[CH3:1])=[O:7])[N:22]=3)[N:25]=2)=[CH:35][C:34]=1[NH:36][C:37]([C:39]1[N:43]([CH3:44])[N:42]=[C:41]([CH3:45])[CH:40]=1)=[O:38]. The yield is 0.250. (3) The reactants are FC(F)(F)C(O[C:6](=[O:11])[C:7](F)(F)F)=O.[Br:14][C:15]1C(C)=[N+:17]([O-])[CH:18]=[C:19]([F:22])[C:20]=1[CH3:21]. The catalyst is C(Cl)Cl.C(OCC)(=O)C. The product is [Br:14][C:15]1[C:7]([CH2:6][OH:11])=[N:17][CH:18]=[C:19]([F:22])[C:20]=1[CH3:21]. The yield is 0.680. (4) The reactants are [C:1]([Mg]Br)#[CH:2].[CH3:5][C:6]1[O:10][N:9]=[C:8]([C:11](=[O:13])[CH3:12])[N:7]=1. The catalyst is C1COCC1. The product is [CH3:5][C:6]1[O:10][N:9]=[C:8]([C:11]([OH:13])([C:1]#[CH:2])[CH3:12])[N:7]=1. The yield is 0.890. (5) The reactants are [F:1][C:2]([F:7])([F:6])[C:3]([OH:5])=[O:4].[CH3:8][C:9](C)([CH3:41])[CH2:10][NH:11][CH2:12][C:13]1[O:17][CH:16]=[C:15]([C:18]2[CH:19]=[C:20]3[C:24](=[C:25]([C:27]([NH2:29])=[O:28])[CH:26]=2)[NH:23][CH:22]=[C:21]3[CH:30]2[CH2:35][CH2:34][N:33]([S:36]([CH2:39][CH3:40])(=[O:38])=[O:37])[CH2:32][CH2:31]2)[CH:14]=1.CC(C)(C)CN. No catalyst specified. The product is [F:1][C:2]([F:7])([F:6])[C:3]([OH:5])=[O:4].[CH2:39]([S:36]([N:33]1[CH2:34][CH2:35][CH:30]([C:21]2[C:20]3[C:24](=[C:25]([C:27]([NH2:29])=[O:28])[CH:26]=[C:18]([C:15]4[CH:14]=[C:13]([CH2:12][NH:11][CH2:10][CH:9]([CH3:41])[CH3:8])[O:17][CH:16]=4)[CH:19]=3)[NH:23][CH:22]=2)[CH2:31][CH2:32]1)(=[O:37])=[O:38])[CH3:40]. The yield is 0.377. (6) The reactants are [F:1][C:2]1[C:10]2[CH2:9][CH2:8][CH2:7][CH2:6][C:5]=2[N:4]2[CH2:11][CH2:12][N:13]([C:16]3[N:23]=[CH:22][CH:21]=[C:20]([C:24]4[N:25]=[C:26]([NH:32][C:33]5[CH:34]=[N:35][CH:36]=[CH:37][CH:38]=5)[C:27](=[O:31])[N:28]([CH3:30])[CH:29]=4)[C:17]=3[CH:18]=[O:19])[C:14](=[O:15])[C:3]=12.[BH4-].[Na+]. The catalyst is CO. The product is [F:1][C:2]1[C:10]2[CH2:9][CH2:8][CH2:7][CH2:6][C:5]=2[N:4]2[CH2:11][CH2:12][N:13]([C:16]3[C:17]([CH2:18][OH:19])=[C:20]([C:24]4[N:25]=[C:26]([NH:32][C:33]5[CH:34]=[N:35][CH:36]=[CH:37][CH:38]=5)[C:27](=[O:31])[N:28]([CH3:30])[CH:29]=4)[CH:21]=[CH:22][N:23]=3)[C:14](=[O:15])[C:3]=12. The yield is 0.280. (7) The reactants are [Cl:1][C:2]1[N:11]=[C:10]2[C:5]([CH:6]=[CH:7][C:8]([NH:12][CH:13]([C:22]3[CH:30]=[CH:29][CH:28]=[CH:27][C:23]=3[C:24](O)=[O:25])[CH2:14][C:15](=[O:21])[CH2:16][CH2:17][CH:18]([CH3:20])[CH3:19])=[N:9]2)=[CH:4][CH:3]=1.C(O)C. The catalyst is O. The product is [Cl:1][C:2]1[N:11]=[C:10]2[C:5]([CH:6]=[CH:7][C:8]([N:12]3[CH:13]([CH2:14][C:15](=[O:21])[CH2:16][CH2:17][CH:18]([CH3:19])[CH3:20])[C:22]4[C:23](=[CH:27][CH:28]=[CH:29][CH:30]=4)[C:24]3=[O:25])=[N:9]2)=[CH:4][CH:3]=1. The yield is 0.360.